This data is from Catalyst prediction with 721,799 reactions and 888 catalyst types from USPTO. The task is: Predict which catalyst facilitates the given reaction. (1) Reactant: C([N:8]1[CH2:18][CH:17]2[CH2:19][CH:10]([C:11]3[CH:12]=[CH:13][N:14]=[CH:15][C:16]=32)[CH2:9]1)C1C=CC=CC=1.[ClH:20].CCOC(C)=O. Product: [ClH:20].[ClH:20].[CH:17]12[CH2:19][CH:10]([CH2:9][NH:8][CH2:18]1)[C:11]1[CH:12]=[CH:13][N:14]=[CH:15][C:16]2=1. The catalyst class is: 105. (2) Reactant: [OH:1][CH2:2][C:3]1[CH2:8][CH2:7][N:6](C(OC(C)(C)C)=O)[CH2:5][C:4]=1[C:16]1[CH:21]=[CH:20][CH:19]=[CH:18][CH:17]=1.[ClH:22]. Product: [C:16]1([C:4]2[CH2:5][NH:6][CH2:7][CH2:8][C:3]=2[CH2:2][OH:1])[CH:17]=[CH:18][CH:19]=[CH:20][CH:21]=1.[ClH:22]. The catalyst class is: 12. (3) Reactant: [C:1]1([SH:7])[CH:6]=[CH:5][CH:4]=[CH:3][CH:2]=1.[H-].[Na+].[C:10]([O:14][C:15](=[O:31])[CH2:16][C@@H:17]([CH2:29]I)[NH:18][C:19]([O:21][CH2:22][C:23]1[CH:28]=[CH:27][CH:26]=[CH:25][CH:24]=1)=[O:20])([CH3:13])([CH3:12])[CH3:11].O. Product: [C:10]([O:14][C:15](=[O:31])[CH2:16][C@@H:17]([CH2:29][S:7][C:1]1[CH:6]=[CH:5][CH:4]=[CH:3][CH:2]=1)[NH:18][C:19]([O:21][CH2:22][C:23]1[CH:24]=[CH:25][CH:26]=[CH:27][CH:28]=1)=[O:20])([CH3:13])([CH3:11])[CH3:12]. The catalyst class is: 9. (4) Product: [F:10][C:9]1[C:4]([C:1]([OH:3])([CH3:24])[CH3:2])=[C:5]([CH:11]2[O:16][C:15]3[CH:17]=[CH:18][CH:19]=[C:20]([C:21]([NH2:23])=[O:22])[C:14]=3[O:13][CH2:12]2)[CH:6]=[N:7][CH:8]=1. The catalyst class is: 1. Reactant: [C:1]([C:4]1[C:9]([F:10])=[CH:8][N:7]=[CH:6][C:5]=1[CH:11]1[O:16][C:15]2[CH:17]=[CH:18][CH:19]=[C:20]([C:21]([NH2:23])=[O:22])[C:14]=2[O:13][CH2:12]1)(=[O:3])[CH3:2].[CH3:24][Mg]Br. (5) Reactant: [CH2:1]([N:4]1[C:8]2[CH2:9][CH:10]([C:26]([O:28][CH2:29][CH3:30])=[O:27])[C:11]3[C:12](=[O:25])[CH2:13][C:14]4([NH:23][C:24]=3[C:7]=2[N:6]=[C:5]1[CH3:31])[CH2:22][C:21]1[C:16](=[CH:17][CH:18]=[CH:19][CH:20]=1)[CH2:15]4)[CH:2]=[CH2:3].ClC1C(=O)C(C#N)=C(C#N)C(=O)C=1Cl.C(=O)([O-])O.[Na+]. Product: [CH2:1]([N:4]1[C:8]2[CH:9]=[C:10]([C:26]([O:28][CH2:29][CH3:30])=[O:27])[C:11]3[C:12](=[O:25])[CH2:13][C:14]4([NH:23][C:24]=3[C:7]=2[N:6]=[C:5]1[CH3:31])[CH2:15][C:16]1[C:21](=[CH:20][CH:19]=[CH:18][CH:17]=1)[CH2:22]4)[CH:2]=[CH2:3]. The catalyst class is: 13. (6) Reactant: [NH2:1][CH2:2][C:3]1[C:8]([CH2:9][CH3:10])=[N:7][C:6]2[N:11]([CH2:14][CH3:15])[N:12]=[CH:13][C:5]=2[C:4]=1[NH:16][CH:17]1[CH2:22][CH2:21][O:20][CH2:19][CH2:18]1.[CH3:23][O:24][C:25](=[O:32])[CH2:26][CH2:27][CH2:28][C:29](O)=[O:30].CN(C(ON1N=NC2C=CC=CC1=2)=[N+](C)C)C.F[P-](F)(F)(F)(F)F. Product: [CH2:14]([N:11]1[C:6]2=[N:7][C:8]([CH2:9][CH3:10])=[C:3]([CH2:2][NH:1][C:29](=[O:30])[CH2:28][CH2:27][CH2:26][C:25]([O:24][CH3:23])=[O:32])[C:4]([NH:16][CH:17]3[CH2:18][CH2:19][O:20][CH2:21][CH2:22]3)=[C:5]2[CH:13]=[N:12]1)[CH3:15]. The catalyst class is: 2.